From a dataset of Peptide-MHC class II binding affinity with 134,281 pairs from IEDB. Regression. Given a peptide amino acid sequence and an MHC pseudo amino acid sequence, predict their binding affinity value. This is MHC class II binding data. (1) The MHC is DRB1_0401 with pseudo-sequence DRB1_0401. The binding affinity (normalized) is 0.133. The peptide sequence is RNKYLEEHPSAGKD. (2) The peptide sequence is FLGCLVKEIPPRLLY. The MHC is DRB1_0802 with pseudo-sequence DRB1_0802. The binding affinity (normalized) is 0.180.